From a dataset of Full USPTO retrosynthesis dataset with 1.9M reactions from patents (1976-2016). Predict the reactants needed to synthesize the given product. (1) Given the product [Si:13]([O:7][CH2:6][C:2]1[S:1][CH:5]=[CH:4][N:3]=1)([C:16]([CH3:19])([CH3:18])[CH3:17])([CH3:15])[CH3:14], predict the reactants needed to synthesize it. The reactants are: [S:1]1[CH:5]=[CH:4][N:3]=[C:2]1[CH2:6][OH:7].N1C=CN=C1.[Si:13](Cl)([C:16]([CH3:19])([CH3:18])[CH3:17])([CH3:15])[CH3:14]. (2) Given the product [C:42]([O:45][C:46](=[O:47])[NH:8][C:6]1[CH:7]=[C:2]([F:1])[C:3]([C:12]([F:13])([F:14])[F:15])=[CH:4][C:5]=1[N+:9]([O-:11])=[O:10])([CH3:44])([CH3:43])[CH3:41].[C:20]([OH:30])([C:23]([F:26])([F:25])[F:24])=[O:39], predict the reactants needed to synthesize it. The reactants are: [F:1][C:2]1[C:3]([C:12]([F:15])([F:14])[F:13])=[CH:4][C:5]([N+:9]([O-:11])=[O:10])=[C:6]([NH2:8])[CH:7]=1.NC1C=C[C:20]([C:23]([F:26])([F:25])[F:24])=C(F)C=1.CC(OC(C)=O)=[O:30].[N+]([O-])(O)=O.[OH-:39].[Na+].[CH3:41][C:42]([O:45][C:46](O[C:46]([O:45][C:42]([CH3:44])([CH3:43])[CH3:41])=[O:47])=[O:47])([CH3:44])[CH3:43]. (3) Given the product [CH3:1][O:2][C:3]1[CH:4]=[C:5]([CH:9]=[CH:10][C:11]=1[O:12][CH2:13][CH2:14][N:15]1[CH2:19][CH2:18][NH:17][C:16]1=[O:20])[C:6]#[N+:7][O-:8], predict the reactants needed to synthesize it. The reactants are: [CH3:1][O:2][C:3]1[CH:4]=[C:5]([CH:9]=[CH:10][C:11]=1[O:12][CH2:13][CH2:14][N:15]1[CH2:19][CH2:18][NH:17][C:16]1=[O:20])[CH:6]=[N:7][OH:8].[O-]Cl.[Na+]. (4) Given the product [CH:1]([O:4][C:5](=[O:26])[CH2:6][C@H:7]([NH:10][C:11]([C:13]1[NH:14][C:15]2[C:20]([CH:21]=1)=[CH:19][C:18]([CH3:22])=[CH:17][C:16]=2[N+:23]([O-:25])=[O:24])=[O:12])[CH2:8][O:9][S:28]([CH3:27])(=[O:30])=[O:29])([CH3:3])[CH3:2], predict the reactants needed to synthesize it. The reactants are: [CH:1]([O:4][C:5](=[O:26])[CH2:6][C@H:7]([NH:10][C:11]([C:13]1[NH:14][C:15]2[C:20]([CH:21]=1)=[CH:19][C:18]([CH3:22])=[CH:17][C:16]=2[N+:23]([O-:25])=[O:24])=[O:12])[CH2:8][OH:9])([CH3:3])[CH3:2].[CH3:27][S:28](Cl)(=[O:30])=[O:29]. (5) Given the product [Br:32][C:33]1[CH:34]=[CH:35][C:36]([O:41][C:42]([F:43])([F:44])[F:45])=[C:37]([CH:38]=1)[CH2:39][NH:40][C:27](=[O:28])[NH:1][C:2]1[N:6]([C:7]2[CH:12]=[CH:11][CH:10]=[CH:9][CH:8]=2)[N:5]=[C:4]([C:13]([NH:15][CH3:16])=[O:14])[C:3]=1[CH3:17], predict the reactants needed to synthesize it. The reactants are: [NH2:1][C:2]1[N:6]([C:7]2[CH:12]=[CH:11][CH:10]=[CH:9][CH:8]=2)[N:5]=[C:4]([C:13]([NH:15][CH3:16])=[O:14])[C:3]=1[CH3:17].C1(C2C=CC([CH2:27][O:28]C)=CC=2CN)CC1.[Br:32][C:33]1[CH:34]=[CH:35][C:36]([O:41][C:42]([F:45])([F:44])[F:43])=[C:37]([CH2:39][NH2:40])[CH:38]=1. (6) Given the product [C:3]([NH:6][CH2:7][C@@H:8]1[O:12][C:11](=[O:13])[N:10]([C:14]2[CH:19]=[CH:18][C:17]([C:20](=[NH:23])[NH:21][O:22][CH3:25])=[C:16]([F:24])[CH:15]=2)[CH2:9]1)(=[O:5])[CH3:4], predict the reactants needed to synthesize it. The reactants are: IC.[C:3]([NH:6][CH2:7][C@@H:8]1[O:12][C:11](=[O:13])[N:10]([C:14]2[CH:19]=[CH:18][C:17]([C:20](=[NH:23])[NH:21][OH:22])=[C:16]([F:24])[CH:15]=2)[CH2:9]1)(=[O:5])[CH3:4].[C:25](N=C(N(C)C)N(C)C)(C)(C)C. (7) Given the product [CH3:4][C:5]1[N:6]=[CH:7][C:8]([C:11]2[N:15]([C:16]3[CH:17]=[N:18][C:19]([CH3:22])=[CH:20][CH:21]=3)[N:14]=[C:13]([C:23]([OH:25])=[O:24])[CH:12]=2)=[N:9][CH:10]=1, predict the reactants needed to synthesize it. The reactants are: O.[OH-].[Li+].[CH3:4][C:5]1[N:6]=[CH:7][C:8]([C:11]2[N:15]([C:16]3[CH:17]=[N:18][C:19]([CH3:22])=[CH:20][CH:21]=3)[N:14]=[C:13]([C:23]([O:25]CC)=[O:24])[CH:12]=2)=[N:9][CH:10]=1.Cl. (8) Given the product [CH2:1]([O:8][C:9]1[C:10]([C:26]([O:28][CH3:29])=[O:27])=[N:11][N:12]2[C:17]([CH3:18])=[CH:16][N:15]([CH3:24])[C:14](=[O:25])[C:13]=12)[C:2]1[CH:7]=[CH:6][CH:5]=[CH:4][CH:3]=1, predict the reactants needed to synthesize it. The reactants are: [CH2:1]([O:8][C:9]1[C:10]([C:26]([O:28][CH3:29])=[O:27])=[N:11][N:12]2[CH:17]([CH2:18]OS(C)(=O)=O)[CH2:16][N:15]([CH3:24])[C:14](=[O:25])[C:13]=12)[C:2]1[CH:7]=[CH:6][CH:5]=[CH:4][CH:3]=1.N1CCCCC1. (9) Given the product [NH2:14][C:15]1[CH:16]=[CH:17][C:18]([F:57])=[C:19]([C:21]2([CH:54]([F:56])[F:55])[CH2:27][CH2:26][S:25](=[O:29])(=[O:28])[CH2:24][C:23]([NH2:30])=[N:22]2)[CH:20]=1, predict the reactants needed to synthesize it. The reactants are: C(=[N:14][C:15]1[CH:16]=[CH:17][C:18]([F:57])=[C:19]([C:21]2([CH:54]([F:56])[F:55])[CH2:27][CH2:26][S:25](=[O:29])(=[O:28])[CH2:24][C:23]([NH:30]C(C3C=CC(OC)=CC=3)(C3C=CC(OC)=CC=3)C3C=CC=CC=3)=[N:22]2)[CH:20]=1)(C1C=CC=CC=1)C1C=CC=CC=1.FC(F)(F)C(O)=O.C(=N)(C1C=CC=CC=1)C1C=CC=CC=1.Cl.C(=O)([O-])[O-].[Na+].[Na+].